This data is from Forward reaction prediction with 1.9M reactions from USPTO patents (1976-2016). The task is: Predict the product of the given reaction. (1) Given the reactants Br[C:2]1[CH:8]=[C:7]([F:9])[C:5]([NH2:6])=[C:4]([F:10])[CH:3]=1.[F:11][C:12]1[CH:17]=[CH:16][C:15]([O:18][CH3:19])=[CH:14][C:13]=1B(O)O, predict the reaction product. The product is: [F:11][C:12]1[CH:17]=[CH:16][C:15]([O:18][CH3:19])=[CH:14][C:13]=1[C:2]1[CH:8]=[C:7]([F:9])[C:5]([NH2:6])=[C:4]([F:10])[CH:3]=1. (2) Given the reactants [CH2:1]([O:8][C:9]1[C:13]([C:14](OCC)=[O:15])=[CH:12][N:11]([C:19]2[CH:24]=[CH:23][CH:22]=[CH:21][CH:20]=2)[N:10]=1)[C:2]1[CH:7]=[CH:6][CH:5]=[CH:4][CH:3]=1.[H-].[Al+3].[Li+].[H-].[H-].[H-].O.O.O.O.O.O.O.O.O.O.[O-]S([O-])(=O)=O.[Na+].[Na+], predict the reaction product. The product is: [CH2:1]([O:8][C:9]1[C:13]([CH2:14][OH:15])=[CH:12][N:11]([C:19]2[CH:24]=[CH:23][CH:22]=[CH:21][CH:20]=2)[N:10]=1)[C:2]1[CH:3]=[CH:4][CH:5]=[CH:6][CH:7]=1. (3) Given the reactants [Cl:1][C:2]1[CH:10]=[CH:9][C:5]2[O:6][CH2:7][O:8][C:4]=2[C:3]=1[NH:11][C:12]1[CH:17]=[CH:16][N:15]=[C:14]([NH:18][C:19]2[CH:20]=[C:21]([CH:25]=[CH:26][CH:27]=2)[C:22](O)=[O:23])[N:13]=1.S(Cl)([Cl:30])=O, predict the reaction product. The product is: [Cl:1][C:2]1[CH:10]=[CH:9][C:5]2[O:6][CH2:7][O:8][C:4]=2[C:3]=1[NH:11][C:12]1[CH:17]=[CH:16][N:15]=[C:14]([NH:18][C:19]2[CH:20]=[C:21]([CH:25]=[CH:26][CH:27]=2)[C:22]([Cl:30])=[O:23])[N:13]=1. (4) Given the reactants [C:1]([O:4][C@@H:5]([C@H:11]1[C@@H:16]2[O:17][C:18]3([O:24][C@@H:15]2[C@H:14](CC([O-])=O)[C@H:13]([CH2:29]C([O-])=O)[O:12]1)[CH2:23][CH2:22][CH2:21][CH2:20][CH2:19]3)[CH2:6][O:7][C:8](=[O:10])[CH3:9])(=[O:3])[CH3:2].C([Si](C)(C)C)C=C.B(F)(F)F.CC[O:46][CH2:47][CH3:48].C([O-])(O)=[O:50].[Na+].[C:54](#N)[CH3:55], predict the reaction product. The product is: [C:1]([O:4][C@@H:5]([C@H:11]1[C@H:16]2[O:17][C:18]3([O:24][C@H:15]2[C@@H:14]([O:46][C:47](=[O:50])[CH3:48])[C@H:13]([CH2:29][CH:54]=[CH2:55])[O:12]1)[CH2:23][CH2:22][CH2:21][CH2:20][CH2:19]3)[CH2:6][O:7][C:8](=[O:10])[CH3:9])(=[O:3])[CH3:2].